Dataset: Forward reaction prediction with 1.9M reactions from USPTO patents (1976-2016). Task: Predict the product of the given reaction. (1) Given the reactants [N+:1]([C:4]1[C:8]([C:9]2[CH:14]=[C:13]([C:15]([F:18])([F:17])[F:16])[CH:12]=[CH:11][C:10]=2[OH:19])=[CH:7][N:6]([CH:20]2[CH2:25][CH2:24][CH2:23][CH2:22][O:21]2)[N:5]=1)([O-:3])=[O:2].C(=O)([O-])[O-].[K+].[K+].[Cl:32][C:33]1[C:34](F)=[CH:35][C:36]([F:59])=[C:37]([S:39]([N:42]([CH2:48][C:49]2[CH:54]=[CH:53][C:52]([O:55][CH3:56])=[CH:51][C:50]=2[O:57][CH3:58])[C:43]2[S:44][CH:45]=[N:46][N:47]=2)(=[O:41])=[O:40])[CH:38]=1, predict the reaction product. The product is: [Cl:32][C:33]1[C:34]([O:19][C:10]2[CH:11]=[CH:12][C:13]([C:15]([F:17])([F:18])[F:16])=[CH:14][C:9]=2[C:8]2[C:4]([N+:1]([O-:3])=[O:2])=[N:5][N:6]([CH:20]3[CH2:25][CH2:24][CH2:23][CH2:22][O:21]3)[CH:7]=2)=[CH:35][C:36]([F:59])=[C:37]([S:39]([N:42]([CH2:48][C:49]2[CH:54]=[CH:53][C:52]([O:55][CH3:56])=[CH:51][C:50]=2[O:57][CH3:58])[C:43]2[S:44][CH:45]=[N:46][N:47]=2)(=[O:40])=[O:41])[CH:38]=1. (2) The product is: [F:9][C:10]1[CH:29]=[CH:28][C:13]([O:14][CH2:15][CH2:16][CH2:17][NH:18][C:7](=[O:8])[N:5]([CH3:6])[CH3:4])=[C:12]([N+:30]([O-:32])=[O:31])[CH:11]=1. Given the reactants CNC.[CH3:4][N:5]([CH:7]=[O:8])[CH3:6].[F:9][C:10]1[CH:29]=[CH:28][C:13]([O:14][CH2:15][CH2:16][CH2:17][NH:18]C(=O)OC2C=CC=CC=2)=[C:12]([N+:30]([O-:32])=[O:31])[CH:11]=1, predict the reaction product. (3) Given the reactants [NH2:1][C:2]1[CH:7]=[C:6]([F:8])[C:5]([F:9])=[CH:4][C:3]=1[NH2:10].C(N(CC)CC)C.C1C=[CH:20][C:21](=[O:34])[C:22]2C=1C(C(Cl)=O)=C1C=2C=CC=C1, predict the reaction product. The product is: [CH:21]([O:34][CH:7]([CH3:6])[CH3:2])([CH3:22])[CH3:20].[NH2:1][C:2]1[CH:7]=[C:6]([F:8])[C:5]([F:9])=[CH:4][C:3]=1[NH-:10]. (4) Given the reactants I[CH3:2].[CH3:3][C:4]1[CH:5]=[C:6]([C:10]2[NH:14][N:13]=[N:12][N:11]=2)[CH:7]=[CH:8][CH:9]=1.[OH-].[Na+], predict the reaction product. The product is: [CH3:2][N:13]1[N:12]=[N:11][C:10]([C:6]2[CH:7]=[CH:8][CH:9]=[C:4]([CH3:3])[CH:5]=2)=[N:14]1. (5) The product is: [C:35]([N:18]1[CH2:19][CH2:20][CH2:21][C@@H:17]1[CH2:16][N:15]1[C:14]2[CH:22]=[CH:23][C:24]([C:26]([NH:28][CH2:29][C:30]([CH3:31])([CH3:33])[CH3:32])=[O:27])=[CH:25][C:13]=2[N:12]=[C:11]1[NH:10][C:8]([C:6]1[S:7][C:3]([CH:2]([F:1])[F:34])=[CH:4][CH:5]=1)=[O:9])(=[O:38])[CH:36]=[CH2:37]. Given the reactants [F:1][CH:2]([F:34])[C:3]1[S:7][C:6]([C:8]([NH:10][C:11]2[N:15]([CH2:16][C@H:17]3[CH2:21][CH2:20][CH2:19][NH:18]3)[C:14]3[CH:22]=[CH:23][C:24]([C:26]([NH:28][CH2:29][C:30]([CH3:33])([CH3:32])[CH3:31])=[O:27])=[CH:25][C:13]=3[N:12]=2)=[O:9])=[CH:5][CH:4]=1.[C:35](Cl)(=[O:38])[CH:36]=[CH2:37], predict the reaction product. (6) Given the reactants [C:1]([C:4]1[CH:12]=[CH:11][C:7]([C:8]([OH:10])=O)=[CH:6][CH:5]=1)(=[O:3])[CH3:2].CCN(CC)CC.CN([P+](ON1N=NC2C=CC=CC1=2)(N(C)C)N(C)C)C.F[P-](F)(F)(F)(F)F.[NH2:47][C:48]1[CH:53]=[CH:52][CH:51]=[CH:50][C:49]=1[NH:54][C:55](=[O:61])[O:56][C:57]([CH3:60])([CH3:59])[CH3:58].[NH4+].[Cl-], predict the reaction product. The product is: [C:1]([C:4]1[CH:5]=[CH:6][C:7]([C:8]([NH:47][C:48]2[CH:53]=[CH:52][CH:51]=[CH:50][C:49]=2[NH:54][C:55](=[O:61])[O:56][C:57]([CH3:59])([CH3:58])[CH3:60])=[O:10])=[CH:11][CH:12]=1)(=[O:3])[CH3:2]. (7) Given the reactants [OH-].[Na+].C([O:5][C:6](=[O:38])[C:7]1[CH:12]=[CH:11][CH:10]=[C:9]([O:13][C:14]2[CH:15]=[N:16][C:17]([O:20][CH2:21][C:22]3[C:23]([C:30]4[C:35]([Cl:36])=[CH:34][CH:33]=[CH:32][C:31]=4[Cl:37])=[N:24][O:25][C:26]=3[CH:27]([CH3:29])[CH3:28])=[CH:18][CH:19]=2)[CH:8]=1)C, predict the reaction product. The product is: [Cl:36][C:35]1[CH:34]=[CH:33][CH:32]=[C:31]([Cl:37])[C:30]=1[C:23]1[C:22]([CH2:21][O:20][C:17]2[N:16]=[CH:15][C:14]([O:13][C:9]3[CH:8]=[C:7]([CH:12]=[CH:11][CH:10]=3)[C:6]([OH:38])=[O:5])=[CH:19][CH:18]=2)=[C:26]([CH:27]([CH3:29])[CH3:28])[O:25][N:24]=1. (8) Given the reactants [C:1]([C:4]1[CH:5]=[CH:6][C:7]([C:10]([OH:12])=O)=[N:8][CH:9]=1)#[C:2][CH3:3].C(Cl)(=O)C([Cl:16])=O.CN(C)C=O, predict the reaction product. The product is: [C:1]([C:4]1[CH:5]=[CH:6][C:7]([C:10]([Cl:16])=[O:12])=[N:8][CH:9]=1)#[C:2][CH3:3]. (9) Given the reactants [CH3:1][O:2][CH2:3][C@H:4]1[N:8]([C:9]([O:11][C:12]([CH3:15])(C)C)=[O:10])[CH2:7][C@@H:6]([C:16](O)=O)[CH2:5]1.[CH2:19](Br)[C:20]1C=C[CH:23]=[CH:22][CH:21]=1.C[N:28](C=O)C, predict the reaction product. The product is: [CH3:1][O:2][CH2:3][C@H:4]1[N:8]([C:9]([O:11][CH2:12][C:15]2[CH:23]=[CH:22][CH:21]=[CH:20][CH:19]=2)=[O:10])[CH2:7][C@@H:6]([C:16]#[N:28])[CH2:5]1.